Dataset: Catalyst prediction with 721,799 reactions and 888 catalyst types from USPTO. Task: Predict which catalyst facilitates the given reaction. Reactant: [F:1][C:2]([F:11])([F:10])[C:3]1[CH:8]=[CH:7][N:6]=[C:5]([NH2:9])[CH:4]=1.[H-].[Na+].[Cl:14][C:15]1[CH:20]=[C:19]([Cl:21])[CH:18]=[C:17](Cl)[N:16]=1. Product: [Cl:21][C:19]1[CH:20]=[C:15]([Cl:14])[N:16]=[C:17]([NH:9][C:5]2[CH:4]=[C:3]([C:2]([F:1])([F:10])[F:11])[CH:8]=[CH:7][N:6]=2)[CH:18]=1. The catalyst class is: 20.